Predict the reactants needed to synthesize the given product. From a dataset of Full USPTO retrosynthesis dataset with 1.9M reactions from patents (1976-2016). (1) Given the product [CH2:1]([O:8][C:9]([NH:11][C@H:12]1[CH2:16][CH2:15][N:14]([C@@H:17]([CH2:25][C:26]2[CH:27]=[CH:28][CH:29]=[CH:30][CH:31]=2)[C:18]([OH:20])=[O:19])[C:13]1=[O:32])=[O:10])[C:2]1[CH:7]=[CH:6][CH:5]=[CH:4][CH:3]=1, predict the reactants needed to synthesize it. The reactants are: [CH2:1]([O:8][C:9]([NH:11][C@H:12]1[CH2:16][CH2:15][N:14]([C@@H:17]([CH2:25][C:26]2[CH:31]=[CH:30][CH:29]=[CH:28][CH:27]=2)[C:18]([O:20]C(C)(C)C)=[O:19])[C:13]1=[O:32])=[O:10])[C:2]1[CH:7]=[CH:6][CH:5]=[CH:4][CH:3]=1.C(O)(C(F)(F)F)=O. (2) Given the product [C:1]([C:5]1[CH:10]=[CH:9][C:8]([N:11]2[CH2:12][CH2:13][C:14]([CH3:18])([CH3:17])[C:15]([C:28](=[O:29])[C:27]([F:38])([F:37])[F:26])=[CH:16]2)=[CH:7][CH:6]=1)([CH3:4])([CH3:2])[CH3:3], predict the reactants needed to synthesize it. The reactants are: [C:1]([C:5]1[CH:10]=[CH:9][C:8]([N:11]2[CH:16]=[CH:15][C:14]([CH3:18])([CH3:17])[CH2:13][CH2:12]2)=[CH:7][CH:6]=1)([CH3:4])([CH3:3])[CH3:2].C(N(CC)CC)C.[F:26][C:27]([F:38])([F:37])[C:28](O[C:28](=[O:29])[C:27]([F:38])([F:37])[F:26])=[O:29]. (3) The reactants are: Br[C:2]1[C:10]2[N:9]3[CH2:11][CH2:12][NH:13][C:14](=[O:15])[C:8]3=[C:7]([CH3:16])[C:6]=2[CH:5]=[C:4]([F:17])[CH:3]=1.[CH3:18]B1OB(C)OB(C)O1. Given the product [F:17][C:4]1[CH:3]=[C:2]([CH3:18])[C:10]2[N:9]3[CH2:11][CH2:12][NH:13][C:14](=[O:15])[C:8]3=[C:7]([CH3:16])[C:6]=2[CH:5]=1, predict the reactants needed to synthesize it. (4) Given the product [CH3:1][O:2][C:3](=[O:12])[CH:4]([C:5]1[CH:10]=[CH:9][C:8]([Cl:11])=[CH:7][CH:6]=1)[C:17]([O:16][CH3:15])=[O:18], predict the reactants needed to synthesize it. The reactants are: [CH3:1][O:2][C:3](=[O:12])[CH2:4][C:5]1[CH:10]=[CH:9][C:8]([Cl:11])=[CH:7][CH:6]=1.[H-].[Na+].[CH3:15][O:16][C:17](=O)[O:18]C.Cl. (5) Given the product [OH:30][C@H:27]1[CH2:28][CH2:29][C@H:24]([NH:23][C:2]2[C:3]([CH3:22])=[N:4][C:5]3[C:10]([N:11]=2)=[C:9]([C:12]2[NH:20][C:19]4[CH2:18][CH2:17][NH:16][C:15](=[O:21])[C:14]=4[CH:13]=2)[CH:8]=[CH:7][CH:6]=3)[CH2:25][CH2:26]1, predict the reactants needed to synthesize it. The reactants are: F[C:2]1[C:3]([CH3:22])=[N:4][C:5]2[C:10]([N:11]=1)=[C:9]([C:12]1[NH:20][C:19]3[CH2:18][CH2:17][NH:16][C:15](=[O:21])[C:14]=3[CH:13]=1)[CH:8]=[CH:7][CH:6]=2.[NH2:23][C@H:24]1[CH2:29][CH2:28][C@H:27]([OH:30])[CH2:26][CH2:25]1.